This data is from Catalyst prediction with 721,799 reactions and 888 catalyst types from USPTO. The task is: Predict which catalyst facilitates the given reaction. The catalyst class is: 5. Reactant: [C:1]([C:5]1[CH:10]=[CH:9][C:8]([N:11]2[C:15](=[O:16])[C:14](=[C:17]([NH:19][NH:20][C:21]([C:23]3[S:24][C:25]([C:28]([O:30]C)=[O:29])=[CH:26][CH:27]=3)=[O:22])[CH3:18])[C:13]([CH3:32])=[N:12]2)=[CH:7][CH:6]=1)([CH3:4])([CH3:3])[CH3:2].[OH-].[Na+].Cl. Product: [C:1]([C:5]1[CH:6]=[CH:7][C:8]([N:11]2[C:15](=[O:16])[C:14](=[C:17]([NH:19][NH:20][C:21]([C:23]3[S:24][C:25]([C:28]([OH:30])=[O:29])=[CH:26][CH:27]=3)=[O:22])[CH3:18])[C:13]([CH3:32])=[N:12]2)=[CH:9][CH:10]=1)([CH3:2])([CH3:3])[CH3:4].